From a dataset of Full USPTO retrosynthesis dataset with 1.9M reactions from patents (1976-2016). Predict the reactants needed to synthesize the given product. (1) Given the product [CH2:9]([N:14]1[C:13]([C:15]2[CH:16]=[N:17][CH:18]=[C:19]([F:21])[CH:20]=2)=[C:12]2[C:7](=[CH:8][CH:9]([C:30]3[CH:31]=[CH:32][CH:33]=[CH:34][CH:35]=3)[C:10](=[O:29])[NH:11]2)[C:6]([OH:36])=[C:5]1[C:3]([NH:37][CH2:38][CH2:39][C:40]([OH:42])=[O:41])=[O:4])[C:30]1[CH:35]=[CH:34][CH:33]=[CH:32][CH:31]=1, predict the reactants needed to synthesize it. The reactants are: CO[C:3]([C:5]1[C:6]([OH:36])=[C:7]2[C:12](=[C:13]([C:15]3[CH:16]=[N:17][CH:18]=[C:19]([F:21])[CH:20]=3)[N:14]=1)[N:11](CC1C=CC=CC=1)[C:10](=[O:29])[C:9]([C:30]1[CH:35]=[CH:34][CH:33]=[CH:32][CH:31]=1)=[CH:8]2)=[O:4].[NH2:37][CH2:38][CH2:39][C:40]([OH:42])=[O:41].C[O-].[Na+]. (2) Given the product [ClH:35].[F:1][C:2]1[CH:7]=[C:6]([I:8])[CH:5]=[CH:4][C:3]=1[NH:9][C:10]1[CH:26]=[N:25][CH:24]=[CH:23][C:11]=1[C:12]([NH:14][NH2:15])=[O:13], predict the reactants needed to synthesize it. The reactants are: [F:1][C:2]1[CH:7]=[C:6]([I:8])[CH:5]=[CH:4][C:3]=1[NH:9][C:10]1[CH:26]=[N:25][CH:24]=[CH:23][C:11]=1[C:12]([NH:14][NH:15]C(OC(C)(C)C)=O)=[O:13].C(O)(C(F)(F)F)=O.C(Cl)[Cl:35]. (3) Given the product [Br:1][C:2]1[CH:3]=[C:4]([C:16]([OH:18])=[O:17])[C:5]2[C:6]([CH3:15])=[CH:7][N:8]([CH:11]([CH2:13][CH3:14])[CH3:12])[C:9]=2[CH:10]=1, predict the reactants needed to synthesize it. The reactants are: [Br:1][C:2]1[CH:3]=[C:4]([C:16]([O:18]C)=[O:17])[C:5]2[C:6]([CH3:15])=[CH:7][N:8]([CH:11]([CH2:13][CH3:14])[CH3:12])[C:9]=2[CH:10]=1.[OH-].[Na+].CC(OC)(C)C.